This data is from Full USPTO retrosynthesis dataset with 1.9M reactions from patents (1976-2016). The task is: Predict the reactants needed to synthesize the given product. (1) Given the product [CH3:1][S:2]([C:5]1[CH:12]=[CH:11][C:8](/[CH:9]=[C:22]2/[C:23](=[O:24])[CH2:14][CH2:15][C:16]3[C:21]/2=[CH:20][CH:19]=[CH:18][CH:17]=3)=[CH:7][CH:6]=1)(=[O:4])=[O:3], predict the reactants needed to synthesize it. The reactants are: [CH3:1][S:2]([C:5]1[CH:12]=[CH:11][C:8]([CH:9]=O)=[CH:7][CH:6]=1)(=[O:4])=[O:3].Cl.[CH2:14]1[C:23](=[O:24])[CH2:22][C:21]2[C:16](=[CH:17][CH:18]=[CH:19][CH:20]=2)[CH2:15]1.O. (2) Given the product [O:1]1[CH:5]=[CH:4][CH:3]=[C:2]1[C:6]1[CH:37]=[CH:36][C:9]([C:10]([N:12]([CH2:18][C:19]2[CH:35]=[CH:34][CH:33]=[CH:32][C:20]=2[O:21][CH2:22][CH2:23][CH2:24][CH2:25][CH2:26][C:27]([OH:29])=[O:28])[CH2:13][C:14]([F:17])([F:15])[F:16])=[O:11])=[CH:8][CH:7]=1, predict the reactants needed to synthesize it. The reactants are: [O:1]1[CH:5]=[CH:4][CH:3]=[C:2]1[C:6]1[CH:37]=[CH:36][C:9]([C:10]([N:12]([CH2:18][C:19]2[CH:35]=[CH:34][CH:33]=[CH:32][C:20]=2[O:21][CH2:22][CH2:23][CH2:24][CH2:25][CH2:26][C:27]([O:29]CC)=[O:28])[CH2:13][C:14]([F:17])([F:16])[F:15])=[O:11])=[CH:8][CH:7]=1.O.[OH-].[Li+]. (3) The reactants are: FC(F)(F)S(O[C:7]1[CH:12]=[CH:11][CH:10]=[C:9]([Cl:13])[C:8]=1[CH2:14][CH3:15])(=O)=O.Br[Zn][CH2:20][CH2:21][CH2:22][C:23]([O:25][CH2:26][CH3:27])=[O:24]. Given the product [Cl:13][C:9]1[C:8]([CH2:14][CH3:15])=[C:7]([CH2:20][CH2:21][CH2:22][C:23]([O:25][CH2:26][CH3:27])=[O:24])[CH:12]=[CH:11][CH:10]=1, predict the reactants needed to synthesize it.